From a dataset of Peptide-MHC class II binding affinity with 134,281 pairs from IEDB. Regression. Given a peptide amino acid sequence and an MHC pseudo amino acid sequence, predict their binding affinity value. This is MHC class II binding data. (1) The MHC is DRB1_1101 with pseudo-sequence DRB1_1101. The binding affinity (normalized) is 0. The peptide sequence is MRCVGVGNRDFVEGL. (2) The peptide sequence is AAATAGTYVYGAFAA. The MHC is HLA-DQA10401-DQB10402 with pseudo-sequence HLA-DQA10401-DQB10402. The binding affinity (normalized) is 0.521. (3) The peptide sequence is VDCRPFNGGESKLKA. The MHC is HLA-DPA10201-DPB10501 with pseudo-sequence HLA-DPA10201-DPB10501. The binding affinity (normalized) is 0.114. (4) The peptide sequence is WTGGGSDKALAAATP. The MHC is DRB1_0301 with pseudo-sequence DRB1_0301. The binding affinity (normalized) is 0.